This data is from Forward reaction prediction with 1.9M reactions from USPTO patents (1976-2016). The task is: Predict the product of the given reaction. Given the reactants Cl[C:2]1[N:3]=[C:4]([N:15]2[CH2:20][CH2:19][O:18][CH2:17][CH2:16]2)[C:5]2[S:10][C:9]([C:11]([OH:14])([CH3:13])[CH3:12])=[CH:8][C:6]=2[N:7]=1.[F:21][C:22]1[CH:27]=[CH:26][C:25](B(O)O)=[CH:24][N:23]=1, predict the reaction product. The product is: [F:21][C:22]1[N:23]=[CH:24][C:25]([C:2]2[N:3]=[C:4]([N:15]3[CH2:20][CH2:19][O:18][CH2:17][CH2:16]3)[C:5]3[S:10][C:9]([C:11]([OH:14])([CH3:13])[CH3:12])=[CH:8][C:6]=3[N:7]=2)=[CH:26][CH:27]=1.